Predict the product of the given reaction. From a dataset of Forward reaction prediction with 1.9M reactions from USPTO patents (1976-2016). (1) Given the reactants [CH2:1]([O:4][N:5]1[C:11](=[O:12])[N:10]2[CH2:13][C@H:6]1[C:7]([CH3:17])=[CH:8][C@@H:9]2[C:14]([OH:16])=O)[CH:2]=[CH2:3].[CH3:18][O:19][C:20]1[CH:45]=[CH:44][C:23]([CH2:24][O:25][C:26]2[C:31]([O:32][CH2:33][C:34]3[CH:39]=[CH:38][C:37]([O:40][CH3:41])=[CH:36][CH:35]=3)=[CH:30][N:29]=[C:28]([CH2:42][NH2:43])[CH:27]=2)=[CH:22][CH:21]=1.F[P-](F)(F)(F)(F)F.N1(OC(N(C)C)=[N+](C)C)C2N=CC=CC=2N=N1.C(N(CC)C(C)C)(C)C, predict the reaction product. The product is: [CH2:1]([O:4][N:5]1[C:11](=[O:12])[N:10]2[CH2:13][C@H:6]1[C:7]([CH3:17])=[CH:8][C@H:9]2[C:14]([NH:43][CH2:42][C:28]1[CH:27]=[C:26]([O:25][CH2:24][C:23]2[CH:22]=[CH:21][C:20]([O:19][CH3:18])=[CH:45][CH:44]=2)[C:31]([O:32][CH2:33][C:34]2[CH:35]=[CH:36][C:37]([O:40][CH3:41])=[CH:38][CH:39]=2)=[CH:30][N:29]=1)=[O:16])[CH:2]=[CH2:3]. (2) Given the reactants [CH:1]1([C:7]2[C:8]3[CH:26]=[CH:25][C:24]([C:27]([OH:29])=O)=[CH:23][C:9]=3[N:10]3[C:16]=2[C:15]2[CH:17]=[CH:18][C:19]([O:21][CH3:22])=[CH:20][C:14]=2[O:13][CH2:12][CH2:11]3)[CH2:6][CH2:5][CH2:4][CH2:3][CH2:2]1.Cl.[NH2:31][C:32]1([C:36]([NH:38][C:39]2[CH:44]=[CH:43][C:42](/[CH:45]=[CH:46]/[C:47]([O:49][CH2:50][CH3:51])=[O:48])=[CH:41][CH:40]=2)=[O:37])[CH2:35][CH2:34][CH2:33]1.O.ON1C2C=CC=CC=2N=N1.Cl.C(N=C=NCCCN(C)C)C.C(N(CC)CC)C, predict the reaction product. The product is: [CH:1]1([C:7]2[C:8]3[CH:26]=[CH:25][C:24]([C:27]([NH:31][C:32]4([C:36]([NH:38][C:39]5[CH:44]=[CH:43][C:42](/[CH:45]=[CH:46]/[C:47]([O:49][CH2:50][CH3:51])=[O:48])=[CH:41][CH:40]=5)=[O:37])[CH2:35][CH2:34][CH2:33]4)=[O:29])=[CH:23][C:9]=3[N:10]3[C:16]=2[C:15]2[CH:17]=[CH:18][C:19]([O:21][CH3:22])=[CH:20][C:14]=2[O:13][CH2:12][CH2:11]3)[CH2:2][CH2:3][CH2:4][CH2:5][CH2:6]1. (3) The product is: [N:6]1([CH2:5][C:4]([NH:14][NH2:15])=[O:3])[CH2:11][CH2:10][CH2:9][CH2:8][CH2:7]1. Given the reactants C([O:3][C:4](=O)[CH2:5][N:6]1[CH2:11][CH2:10][CH2:9][CH2:8][CH2:7]1)C.O.[NH2:14][NH2:15], predict the reaction product. (4) The product is: [C:1]1(=[O:17])[N:5]([C:6]2[CH:11]=[CH:10][C:9]([CH2:12][C:13]([Cl:21])=[O:14])=[CH:8][CH:7]=2)[C:4](=[O:16])[CH:3]=[CH:2]1. Given the reactants [C:1]1(=[O:17])[N:5]([C:6]2[CH:11]=[CH:10][C:9]([CH2:12][C:13](O)=[O:14])=[CH:8][CH:7]=2)[C:4](=[O:16])[CH:3]=[CH:2]1.C(Cl)(=O)C([Cl:21])=O, predict the reaction product. (5) Given the reactants [C:1]1([C:7]#[C:8][C:9]([OH:11])=O)[CH:6]=[CH:5][CH:4]=[CH:3][CH:2]=1.[NH2:12][C@@H:13]1[C@H:17]2[O:18][CH2:19][C@H:20]([NH:21][C:22]([CH:24]3[CH2:26][CH2:25]3)=[O:23])[C@H:16]2[O:15][CH2:14]1, predict the reaction product. The product is: [C:1]1([C:7]#[C:8][C:9]([NH:12][C@@H:13]2[C@H:17]3[O:18][CH2:19][C@H:20]([NH:21][C:22]([CH:24]4[CH2:25][CH2:26]4)=[O:23])[C@H:16]3[O:15][CH2:14]2)=[O:11])[CH:2]=[CH:3][CH:4]=[CH:5][CH:6]=1. (6) Given the reactants F[C:2]1[CH:7]=[CH:6][C:5]([S:8]([N:11]([CH2:21][CH:22]([CH3:24])[CH3:23])[C:12]2[CH:17]=[CH:16][C:15]([CH:18]([CH3:20])[CH3:19])=[CH:14][N:13]=2)(=[O:10])=[O:9])=[CH:4][CH:3]=1.[O:25]1[CH2:30][CH2:29][CH:28]([CH2:31][OH:32])[CH2:27][CH2:26]1.[H-].[Na+], predict the reaction product. The product is: [CH2:21]([N:11]([C:12]1[CH:17]=[CH:16][C:15]([CH:18]([CH3:20])[CH3:19])=[CH:14][N:13]=1)[S:8]([C:5]1[CH:6]=[CH:7][C:2]([O:32][CH2:31][CH:28]2[CH2:29][CH2:30][O:25][CH2:26][CH2:27]2)=[CH:3][CH:4]=1)(=[O:10])=[O:9])[CH:22]([CH3:24])[CH3:23]. (7) Given the reactants [Br:1][C:2]1[CH:3]=[CH:4][C:5]([C:17]([OH:19])=O)=[C:6]2[C:10]=1[O:9][C:8]([C:11]1[CH:16]=[CH:15][CH:14]=[CH:13][CH:12]=1)=[N:7]2.Cl.Cl.[NH2:22][CH:23]1[CH:28]2[CH2:29][CH2:30][N:25]([CH2:26][CH2:27]2)[CH2:24]1.Cl.C(N=C=NCCCN(C)C)C.ON1C2C=CC=CC=2N=N1.C(N(CC)CC)C, predict the reaction product. The product is: [N:25]12[CH2:30][CH2:29][CH:28]([CH2:27][CH2:26]1)[CH:23]([NH:22][C:17]([C:5]1[CH:4]=[CH:3][C:2]([Br:1])=[C:10]3[O:9][C:8]([C:11]4[CH:12]=[CH:13][CH:14]=[CH:15][CH:16]=4)=[N:7][C:6]=13)=[O:19])[CH2:24]2. (8) Given the reactants [OH-:1].[K+].[NH2:3][OH:4].Cl.[F:6][C:7]1[CH:8]=[CH:9][C:10]([N:13]([C:26]2[N:30](C)C3C=CC=CC=3N=2)[CH2:14][CH2:15][CH2:16][CH2:17][CH2:18][CH2:19][CH2:20][C:21](OCC)=O)=[N:11][CH:12]=1, predict the reaction product. The product is: [NH2:3][OH:1].[F:6][C:7]1[CH:8]=[CH:9][C:10]([N:13]([C:26]2[CH:9]=[CH:10][N:11]([CH3:12])[N:30]=2)[CH2:14][CH2:15][CH2:16][CH2:17][CH2:18][CH2:19][CH2:20][C:21]([NH:3][OH:4])=[O:1])=[N:11][CH:12]=1.